Dataset: Forward reaction prediction with 1.9M reactions from USPTO patents (1976-2016). Task: Predict the product of the given reaction. Given the reactants CS(C)=O.[H-].[Na+].[I-].[CH3:8][S+](C)C.[F:12][C:13]1[CH:18]=[CH:17][C:16]([C:19](=[O:22])[CH2:20][CH3:21])=[CH:15][CH:14]=1, predict the reaction product. The product is: [CH2:20]([C:19]1([C:16]2[CH:15]=[CH:14][C:13]([F:12])=[CH:18][CH:17]=2)[CH2:8][O:22]1)[CH3:21].